This data is from Forward reaction prediction with 1.9M reactions from USPTO patents (1976-2016). The task is: Predict the product of the given reaction. Given the reactants [NH2:1][C:2]1[S:3][CH:4]=[C:5](/[C:7](=[N:25]/[O:26]C(C2C=CC=CC=2)(C2C=CC=CC=2)C2C=CC=CC=2)/[C:8]([NH:10][C@@H:11]2[C:23](=[O:24])[N:13]3[C:14]([C:20]([O-:22])=[O:21])=[C:15]([CH:18]=[CH2:19])[CH2:16][S:17][C@H:12]23)=[O:9])[N:6]=1.[K+].CC(C)=O.C1(C)C=CC(S(O)(=O)=O)=CC=1, predict the reaction product. The product is: [NH2:1][C:2]1[S:3][CH:4]=[C:5](/[C:7](=[N:25]/[OH:26])/[C:8]([NH:10][C@@H:11]2[C:23](=[O:24])[N:13]3[C:14]([C:20]([OH:22])=[O:21])=[C:15]([CH:18]=[CH2:19])[CH2:16][S:17][C@H:12]23)=[O:9])[N:6]=1.